This data is from Full USPTO retrosynthesis dataset with 1.9M reactions from patents (1976-2016). The task is: Predict the reactants needed to synthesize the given product. (1) Given the product [CH:31]1([CH:27]([C:21]2[CH:22]=[CH:23][CH:24]=[CH:25][CH:26]=2)[C:28]([N:3]2[CH2:4][CH2:5][C:6]3[N:7]([CH2:15][C:16]([O:18][CH2:19][CH3:20])=[O:17])[C:8]4[CH:9]=[CH:10][CH:11]=[CH:12][C:13]=4[C:14]=3[CH2:2]2)=[O:29])[CH2:36][CH2:35][CH2:34][CH2:33][CH2:32]1, predict the reactants needed to synthesize it. The reactants are: Cl.[CH2:2]1[C:14]2[C:13]3[CH:12]=[CH:11][CH:10]=[CH:9][C:8]=3[N:7]([CH2:15][C:16]([O:18][CH2:19][CH3:20])=[O:17])[C:6]=2[CH2:5][CH2:4][NH:3]1.[CH:21]1([CH:27]([C:31]2[CH:36]=[CH:35][CH:34]=[CH:33][CH:32]=2)[C:28](O)=[O:29])[CH2:26][CH2:25][CH2:24][CH2:23][CH2:22]1.CCN(C(C)C)C(C)C.O=P(Cl)(Cl)Cl.C([O-])(O)=O.[Na+]. (2) Given the product [CH3:19][O:18][C:11]1([C:33]2[CH:34]=[C:35]([C:53]#[C:52][Si:49]([CH3:51])([CH3:50])[CH3:48])[CH:36]=[CH:37][CH:38]=2)[CH:12]=[CH:13][C:14]([O:16][CH3:17])=[CH:15][CH:10]1[C:3]#[CH:4], predict the reactants needed to synthesize it. The reactants are: BrC1C=CC(C#C)=[CH:4][C:3]=1[C:10]1[CH:15]=[C:14]([O:16][CH3:17])[CH:13]=[CH:12][C:11]=1[O:18][CH3:19].[C:33]1(P([C:33]2[CH:38]=[CH:37][CH:36]=[CH:35][CH:34]=2)[C:33]2[CH:38]=[CH:37][CH:36]=[CH:35][CH:34]=2)[CH:38]=[CH:37][CH:36]=[CH:35][CH:34]=1.CCN(C(C)C)C(C)C.[CH3:48][Si:49]([C:52]#[CH:53])([CH3:51])[CH3:50].